From a dataset of Experimentally validated miRNA-target interactions with 360,000+ pairs, plus equal number of negative samples. Binary Classification. Given a miRNA mature sequence and a target amino acid sequence, predict their likelihood of interaction. (1) Result: 1 (interaction). The miRNA is hsa-miR-6829-3p with sequence UGCCUCCUCCGUGGCCUCAG. The protein sequence of the target gene is MPEDGAGDGGEVPALIPDGEPLREEQRPLKQSLGSSLCRESHWKCLLLTLLIHACGAVVAWCRLATVPRLVLGPEAALARGAGGPPPTYPASPCSDGYLYIPLAFVSLLYLLYLAECWHCHVRSCQAPRTDAHTVLALIRRLQQAPPCVWWKATSYHYVRRTRQITRYRNGDAYTTTQVYHERADSRTARGEFDYSAHGVRDVSKELVGLAEHAATRLRFTKCFSFGSAEAEASYLTQRARFFSANEGLDDYLEAREGMHLKDVDFRESLMVFADPRSPPWYARAWVFWLVSAATLSWPL.... (2) The miRNA is hsa-miR-92a-2-5p with sequence GGGUGGGGAUUUGUUGCAUUAC. The protein sequence of the target gene is MSSSVKTPALEELVPGSEEKPKGRSPLSWGSLFGHRSEKIVFAKSDGGTDENVLTVTITETTVIESDLGVWSSRALLYLTLWFFFSFCTLFLNKYILSLLGGEPSMLGAVQMLSTTVIGCVKTLVPCCLYQHKARLSYPPNFLMTMLFVGLMRFATVVLGLVSLKNVAVSFAETVKSSAPIFTVIMSRMILGEYTGRPSDREEREELQLQPGRGAAASDRRSPVPPSERHGVRPHGENLPGDFQVPQALHRVALSMALPCPMLPAS. Result: 1 (interaction). (3) The miRNA is hsa-miR-454-3p with sequence UAGUGCAAUAUUGCUUAUAGGGU. The protein sequence of the target gene is MAAERGAGQQQSQEMMEVDRRVESEESGDEEGKKHSSGIVADLSEQSLKDGEERGEEDPEEEHELPVDMETINLDRDAEDVDLNHYRIGKIEGFEVLKKVKTLCLRQNLIKCIENLEELQSLRELDLYDNQIKKIENLEALTELEILDISFNLLRNIEGVDKLTRLKKLFLVNNKISKIENLSNLHQLQMLELGSNRIRAIENIDTLTNLESLFLGKNKITKLQNLDALTNLTVLSMQSNRLTKIEGLQNLVNLRELYLSHNGIEVIEGLENNNKLTMLDIASNRIKKIENISHLTELQE.... Result: 1 (interaction).